From a dataset of Full USPTO retrosynthesis dataset with 1.9M reactions from patents (1976-2016). Predict the reactants needed to synthesize the given product. (1) Given the product [Si:5]([O:6][CH2:7][CH2:8][CH2:9][O:10][C:11]1[CH:16]=[CH:15][CH:14]=[CH:13][C:12]=1[NH2:17])([C:1]([CH3:3])([CH3:4])[CH3:2])([CH3:21])[CH3:20], predict the reactants needed to synthesize it. The reactants are: [C:1]([Si:5]([CH3:21])([CH3:20])[O:6][CH2:7][CH2:8][CH2:9][O:10][C:11]1[CH:16]=[CH:15][CH:14]=[CH:13][C:12]=1[N+:17]([O-])=O)([CH3:4])([CH3:3])[CH3:2]. (2) Given the product [C:34]([C:2]1[CH:3]=[C:4]([C:8]2[O:9][C:10]([CH3:33])=[C:11]([CH2:13][O:14][CH:15]3[CH2:20][CH2:19][CH2:18][CH:17]([O:21][CH2:22][C:23]4[CH:31]=[CH:30][CH:29]=[C:28]([CH3:32])[C:24]=4[C:25]([OH:27])=[O:26])[CH2:16]3)[N:12]=2)[CH:5]=[CH:6][CH:7]=1)#[N:35], predict the reactants needed to synthesize it. The reactants are: Br[C:2]1[CH:3]=[C:4]([C:8]2[O:9][C:10]([CH3:33])=[C:11]([CH2:13][O:14][CH:15]3[CH2:20][CH2:19][CH2:18][CH:17]([O:21][CH2:22][C:23]4[CH:31]=[CH:30][CH:29]=[C:28]([CH3:32])[C:24]=4[C:25]([OH:27])=[O:26])[CH2:16]3)[N:12]=2)[CH:5]=[CH:6][CH:7]=1.[CH3:34][N:35](C)C=O. (3) Given the product [Cl:8][C:6]1[CH:5]=[C:4]([B:9]2[O:10][C:16]([CH3:18])([CH3:17])[C:13]([CH3:15])([CH3:14])[O:11]2)[CH:3]=[C:2]([Cl:1])[CH:7]=1, predict the reactants needed to synthesize it. The reactants are: [Cl:1][C:2]1[CH:3]=[C:4]([B:9]([OH:11])[OH:10])[CH:5]=[C:6]([Cl:8])[CH:7]=1.O[C:13]([C:16](O)([CH3:18])[CH3:17])([CH3:15])[CH3:14]. (4) Given the product [Cl:8][C:5]1[CH:6]=[C:7]([N+:14]([O-:16])=[O:15])[C:2]([NH2:1])=[N:3][CH:4]=1, predict the reactants needed to synthesize it. The reactants are: [NH2:1][C:2]1[CH:7]=[CH:6][C:5]([Cl:8])=[CH:4][N:3]=1.S(=O)(=O)(O)O.[N+:14]([O-])([OH:16])=[O:15].[OH-].[Na+]. (5) Given the product [NH2:24][C:21]1[CH:20]=[CH:19][C:18]([N:17]2[C:16](=[O:28])[C:15]3[C:10](=[CH:11][CH:12]=[CH:13][CH:14]=3)[N:9]=[C:8]2[C:5]2[CH:6]=[N:7][C:2]([CH3:1])=[CH:3][CH:4]=2)=[CH:23][CH:22]=1, predict the reactants needed to synthesize it. The reactants are: [CH3:1][C:2]1[N:7]=[CH:6][C:5]([C:8]2[N:17]([C:18]3[CH:23]=[CH:22][C:21]([NH:24]C(=O)C)=[CH:20][CH:19]=3)[C:16](=[O:28])[C:15]3[C:10](=[CH:11][CH:12]=[CH:13][CH:14]=3)[N:9]=2)=[CH:4][CH:3]=1.[OH-].[Na+].